This data is from Forward reaction prediction with 1.9M reactions from USPTO patents (1976-2016). The task is: Predict the product of the given reaction. (1) Given the reactants [CH3:1][O:2][C:3]1[CH:4]=[C:5]2[C:10](=[CH:11][C:12]=1[O:13][CH3:14])[N:9]=[CH:8][CH:7]=[C:6]2[O:15][C:16]1[CH:22]=[CH:21][C:19]([NH2:20])=[C:18]([CH3:23])[C:17]=1[CH3:24].Cl[C:26](Cl)([O:28][C:29](=[O:35])OC(Cl)(Cl)Cl)Cl.[CH2:37]1[C:46]2[C:41](=[CH:42][CH:43]=[CH:44][CH:45]=2)[CH2:40][CH2:39]C1O.C(=O)(O)[O-].[Na+], predict the reaction product. The product is: [CH3:1][O:2][C:3]1[CH:4]=[C:5]2[C:10](=[CH:11][C:12]=1[O:13][CH3:14])[N:9]=[CH:8][CH:7]=[C:6]2[O:15][C:16]1[CH:22]=[CH:21][C:19]([NH:20][C:29](=[O:35])[O:28][CH:26]2[CH2:39][CH2:40][C:41]3[C:46](=[CH:45][CH:44]=[CH:43][CH:42]=3)[CH2:37]2)=[C:18]([CH3:23])[C:17]=1[CH3:24]. (2) Given the reactants Cl.Cl.[CH2:3]1[C:11]2[C:6](=[CH:7][CH:8]=[CH:9][CH:10]=2)[CH2:5][CH:4]1[N:12]1[CH2:17][CH2:16][NH:15][CH2:14][CH2:13]1.[F:18][C:19]([F:35])([F:34])[C:20]1[O:24][N:23]=[C:22]([C:25]2[CH:26]=[C:27]([CH:31]=[CH:32][CH:33]=2)[C:28](O)=[O:29])[N:21]=1, predict the reaction product. The product is: [CH2:5]1[C:6]2[C:11](=[CH:10][CH:9]=[CH:8][CH:7]=2)[CH2:3][CH:4]1[N:12]1[CH2:13][CH2:14][N:15]([C:28]([C:27]2[CH:31]=[CH:32][CH:33]=[C:25]([C:22]3[N:21]=[C:20]([C:19]([F:34])([F:18])[F:35])[O:24][N:23]=3)[CH:26]=2)=[O:29])[CH2:16][CH2:17]1. (3) Given the reactants [Cl:1][C:2]1[CH:7]=[CH:6][CH:5]=[CH:4][C:3]=1[NH:8][C:9]1[CH:14]=[CH:13][CH:12]=[CH:11][C:10]=1[N+:15]([O-:17])=[O:16].[OH-].[K+].[CH3:20]OS(OC)(=O)=O.[OH-].[Na+], predict the reaction product. The product is: [Cl:1][C:2]1[CH:7]=[CH:6][CH:5]=[CH:4][C:3]=1[N:8]([CH3:20])[C:9]1[CH:14]=[CH:13][CH:12]=[CH:11][C:10]=1[N+:15]([O-:17])=[O:16]. (4) The product is: [C:1]([O:4][C@@H:5]([CH3:6])/[CH:7]=[CH:8]\[C:9]([NH:11][C@H:12]1[C@@H:13]([CH3:60])[O:14][C@@H:15]([CH2:19]/[CH:20]=[C:21](\[CH3:59])/[CH:22]=[CH:23]/[C@@H:24]2[CH2:25][C@@:26]3([O:28][CH2:27]3)[CH2:29][C@@H:30]([CH2:32][C:33]([NH:35]/[N:36]=[C:37](/[C:39]3[CH:44]=[CH:43][C:42]([O:45][CH2:46][CH2:47][CH2:48][C:49]([OH:51])=[O:50])=[CH:41][CH:40]=3)\[CH3:38])=[O:34])[O:31]2)[C@@H:16]([CH3:18])[CH2:17]1)=[O:10])(=[O:3])[CH3:2]. Given the reactants [C:1]([O:4][C@H:5](/[CH:7]=[CH:8]\[C:9]([NH:11][C@@H:12]1[CH2:17][C@H:16]([CH3:18])[C@H:15]([CH2:19]/[CH:20]=[C:21](\[CH3:59])/[CH:22]=[CH:23]/[C@H:24]2[O:31][C@H:30]([CH2:32][C:33]([NH:35]/[N:36]=[C:37](/[C:39]3[CH:44]=[CH:43][C:42]([O:45][CH2:46][CH2:47][CH2:48][C:49]([O:51]N4C(=O)CCC4=O)=[O:50])=[CH:41][CH:40]=3)\[CH3:38])=[O:34])[CH2:29][C@:26]3([O:28][CH2:27]3)[CH2:25]2)[O:14][C@@H:13]1[CH3:60])=[O:10])[CH3:6])(=[O:3])[CH3:2].C1CCC(N=C=NC2CCCCC2)CC1.ON1C(=O)CCC1=O, predict the reaction product. (5) Given the reactants [CH3:1][Si:2]([C:5]#[CH:6])([CH3:4])[CH3:3].Br[C:8]1[CH:20]=[CH:19][C:18]2[C:17]3[C:12](=[CH:13][C:14]([C:21]4[CH:26]=[CH:25][C:24]([C:27]5[CH:39]=[C:38]6[C:30]([C:31]7[CH:32]=[CH:33][C:34](Br)=[CH:35][C:36]=7[C:37]6([CH2:47][CH2:48][CH2:49][CH2:50][CH2:51][CH2:52][Br:53])[CH2:40][CH2:41][CH2:42][CH2:43][CH2:44][CH2:45][Br:46])=[CH:29][CH:28]=5)=[CH:23][CH:22]=4)=[CH:15][CH:16]=3)[C:11]([CH2:62][CH2:63][CH2:64][CH2:65][CH2:66][CH2:67][Br:68])([CH2:55][CH2:56][CH2:57][CH2:58][CH2:59][CH2:60][Br:61])[C:10]=2[CH:9]=1, predict the reaction product. The product is: [Br:53][CH2:52][CH2:51][CH2:50][CH2:49][CH2:48][CH2:47][C:37]1([CH2:40][CH2:41][CH2:42][CH2:43][CH2:44][CH2:45][Br:46])[C:36]2[CH:35]=[C:34]([C:6]#[C:5][Si:2]([CH3:4])([CH3:3])[CH3:1])[CH:33]=[CH:32][C:31]=2[C:30]2[C:29]1=[CH:28][C:27]([C:24]1[CH:25]=[CH:26][C:21]([C:14]3[CH:13]=[C:12]4[C:17]([C:18]5[CH:19]=[CH:20][C:8]([C:6]#[C:5][Si:2]([CH3:4])([CH3:3])[CH3:1])=[CH:9][C:10]=5[C:11]4([CH2:62][CH2:63][CH2:64][CH2:65][CH2:66][CH2:67][Br:68])[CH2:55][CH2:56][CH2:57][CH2:58][CH2:59][CH2:60][Br:61])=[CH:16][CH:15]=3)=[CH:22][CH:23]=1)=[CH:39][CH:38]=2. (6) Given the reactants [C:1]([C:4]1[CH:13]=[C:12]([O:14][CH2:15][C:16]2[CH:21]=[CH:20][CH:19]=[CH:18][CH:17]=2)[CH:11]=[C:10]2[C:5]=1[CH:6]=[CH:7][C:8](=[O:22])[NH:9]2)(=[O:3])[CH3:2].S(=O)(O)[O-].[Na+].[Cl:28]CCCl, predict the reaction product. The product is: [CH2:15]([O:14][C:12]1[CH:11]=[C:10]2[C:5]([CH:6]=[CH:7][C:8](=[O:22])[NH:9]2)=[C:4]([C:1](=[O:3])[CH2:2][Cl:28])[CH:13]=1)[C:16]1[CH:21]=[CH:20][CH:19]=[CH:18][CH:17]=1. (7) Given the reactants [NH:1]1[CH2:5][CH2:4][CH2:3][CH2:2]1.Cl[CH2:7][C:8]1[N:12]=[C:11]([N:13]2[CH2:18][CH2:17][CH:16]([C@H:19]([CH3:33])[CH2:20][CH2:21][O:22][C:23]3[CH:28]=[CH:27][C:26]([S:29]([CH3:32])(=[O:31])=[O:30])=[CH:25][CH:24]=3)[CH2:15][CH2:14]2)[O:10][N:9]=1.O, predict the reaction product. The product is: [CH3:32][S:29]([C:26]1[CH:25]=[CH:24][C:23]([O:22][CH2:21][CH2:20][C@H:19]([CH:16]2[CH2:15][CH2:14][N:13]([C:11]3[O:10][N:9]=[C:8]([CH2:7][N:1]4[CH2:5][CH2:4][CH2:3][CH2:2]4)[N:12]=3)[CH2:18][CH2:17]2)[CH3:33])=[CH:28][CH:27]=1)(=[O:31])=[O:30].